This data is from NCI-60 drug combinations with 297,098 pairs across 59 cell lines. The task is: Regression. Given two drug SMILES strings and cell line genomic features, predict the synergy score measuring deviation from expected non-interaction effect. (1) Drug 1: C1CC(C1)(C(=O)O)C(=O)O.[NH2-].[NH2-].[Pt+2]. Drug 2: COCCOC1=C(C=C2C(=C1)C(=NC=N2)NC3=CC=CC(=C3)C#C)OCCOC.Cl. Cell line: K-562. Synergy scores: CSS=-4.71, Synergy_ZIP=-1.94, Synergy_Bliss=-5.01, Synergy_Loewe=-7.47, Synergy_HSA=-6.66. (2) Drug 1: CN1C(=O)N2C=NC(=C2N=N1)C(=O)N. Drug 2: CC(C)CN1C=NC2=C1C3=CC=CC=C3N=C2N. Cell line: SF-539. Synergy scores: CSS=6.86, Synergy_ZIP=-1.77, Synergy_Bliss=-0.620, Synergy_Loewe=0.133, Synergy_HSA=-0.556. (3) Drug 1: CCCS(=O)(=O)NC1=C(C(=C(C=C1)F)C(=O)C2=CNC3=C2C=C(C=N3)C4=CC=C(C=C4)Cl)F. Drug 2: CC1C(C(CC(O1)OC2CC(OC(C2O)C)OC3=CC4=CC5=C(C(=O)C(C(C5)C(C(=O)C(C(C)O)O)OC)OC6CC(C(C(O6)C)O)OC7CC(C(C(O7)C)O)OC8CC(C(C(O8)C)O)(C)O)C(=C4C(=C3C)O)O)O)O. Cell line: RPMI-8226. Synergy scores: CSS=30.8, Synergy_ZIP=3.76, Synergy_Bliss=8.00, Synergy_Loewe=-47.7, Synergy_HSA=0.511. (4) Drug 2: CNC(=O)C1=NC=CC(=C1)OC2=CC=C(C=C2)NC(=O)NC3=CC(=C(C=C3)Cl)C(F)(F)F. Cell line: SF-268. Drug 1: C1=CC(=CC=C1CCC2=CNC3=C2C(=O)NC(=N3)N)C(=O)NC(CCC(=O)O)C(=O)O. Synergy scores: CSS=34.7, Synergy_ZIP=-3.38, Synergy_Bliss=1.94, Synergy_Loewe=-4.27, Synergy_HSA=3.12. (5) Drug 1: C1CCC(C(C1)N)N.C(=O)(C(=O)[O-])[O-].[Pt+4]. Drug 2: B(C(CC(C)C)NC(=O)C(CC1=CC=CC=C1)NC(=O)C2=NC=CN=C2)(O)O. Cell line: OVCAR-5. Synergy scores: CSS=46.0, Synergy_ZIP=-5.44, Synergy_Bliss=-0.784, Synergy_Loewe=-20.8, Synergy_HSA=0.132. (6) Drug 1: CN(C)C1=NC(=NC(=N1)N(C)C)N(C)C. Drug 2: CC1C(C(=O)NC(C(=O)N2CCCC2C(=O)N(CC(=O)N(C(C(=O)O1)C(C)C)C)C)C(C)C)NC(=O)C3=C4C(=C(C=C3)C)OC5=C(C(=O)C(=C(C5=N4)C(=O)NC6C(OC(=O)C(N(C(=O)CN(C(=O)C7CCCN7C(=O)C(NC6=O)C(C)C)C)C)C(C)C)C)N)C. Cell line: SK-MEL-2. Synergy scores: CSS=3.80, Synergy_ZIP=10.9, Synergy_Bliss=13.6, Synergy_Loewe=6.32, Synergy_HSA=8.97.